Dataset: Full USPTO retrosynthesis dataset with 1.9M reactions from patents (1976-2016). Task: Predict the reactants needed to synthesize the given product. (1) Given the product [Cl:1][C:2]1[N:7]=[C:6]([NH:15][CH2:14][CH2:12][OH:13])[C:5]([N+:9]([O-:11])=[O:10])=[CH:4][N:3]=1, predict the reactants needed to synthesize it. The reactants are: [Cl:1][C:2]1[N:7]=[C:6](Cl)[C:5]([N+:9]([O-:11])=[O:10])=[CH:4][N:3]=1.[CH2:12]([CH2:14][NH2:15])[OH:13]. (2) Given the product [C:30]([C:3]1[C:4]2[CH2:5][C@@H:6]3[C@@H:11]([CH2:12][C:13]=2[S:14][C:2]=1[NH:1][C:32](=[O:34])[CH3:33])[N:10]([CH3:15])[CH2:9][C@H:8]([C:16]([N:18]([C:19](=[O:20])[NH:21][CH2:22][CH2:23][N:24]([CH3:26])[CH3:25])[CH2:27][CH2:28][CH3:29])=[O:17])[CH2:7]3)#[N:31], predict the reactants needed to synthesize it. The reactants are: [NH2:1][C:2]1[S:14][C:13]2[CH2:12][C@@H:11]3[C@H:6]([CH2:7][C@@H:8]([C:16]([N:18]([CH2:27][CH2:28][CH3:29])[C:19]([NH:21][CH2:22][CH2:23][N:24]([CH3:26])[CH3:25])=[O:20])=[O:17])[CH2:9][N:10]3[CH3:15])[CH2:5][C:4]=2[C:3]=1[C:30]#[N:31].[C:32](O)(=[O:34])[CH3:33].